This data is from Catalyst prediction with 721,799 reactions and 888 catalyst types from USPTO. The task is: Predict which catalyst facilitates the given reaction. (1) Reactant: C(OC[N:9]1[C:13]2[N:14]=[N:15][CH:16]=[C:17]([C:18]3[CH:19]=[N:20][N:21]([CH:23]4[CH2:27][CH2:26][CH2:25][CH:24]4[CH2:28][OH:29])[CH:22]=3)[C:12]=2[CH:11]=[CH:10]1)(=O)C(C)(C)C.[OH-].[Na+]. Product: [N:14]1[C:13]2[NH:9][CH:10]=[CH:11][C:12]=2[C:17]([C:18]2[CH:19]=[N:20][N:21]([CH:23]3[CH2:27][CH2:26][CH2:25][CH:24]3[CH2:28][OH:29])[CH:22]=2)=[CH:16][N:15]=1. The catalyst class is: 5. (2) Reactant: [OH:1][CH:2]([C:6]1[CH:7]=[N:8][CH:9]=[C:10]([C:12]2[CH:13]=[C:14]3[C:20]([C:21]4[CH:26]=[CH:25][CH:24]=[CH:23][C:22]=4[O:27][CH3:28])=[CH:19][N:18]([S:29]([C:32]4[CH:37]=[CH:36][C:35]([CH3:38])=[CH:34][CH:33]=4)(=[O:31])=[O:30])[C:15]3=[N:16][CH:17]=2)[CH:11]=1)[C:3]([OH:5])=O.[CH:39]([N:42](C(C)C)[CH2:43]C)(C)C.[C:48](Cl)(=[O:53])[C:49]([CH3:52])([CH3:51])[CH3:50].CNC. Product: [CH3:39][N:42]([CH3:43])[C:3]([CH:2]([O:1][C:48](=[O:53])[C:49]([CH3:52])([CH3:51])[CH3:50])[C:6]1[CH:7]=[N:8][CH:9]=[C:10]([C:12]2[CH:13]=[C:14]3[C:20]([C:21]4[CH:26]=[CH:25][CH:24]=[CH:23][C:22]=4[O:27][CH3:28])=[CH:19][N:18]([S:29]([C:32]4[CH:37]=[CH:36][C:35]([CH3:38])=[CH:34][CH:33]=4)(=[O:31])=[O:30])[C:15]3=[N:16][CH:17]=2)[CH:11]=1)=[O:5]. The catalyst class is: 4. (3) Reactant: [F:1][C:2]1[CH:8]=[CH:7][C:5]([NH2:6])=[CH:4][CH:3]=1.[CH3:9][O:10][C:11]1[CH:12]=[C:13]([NH:23][C:24]2[S:25][C:26]([CH:29]=O)=[CH:27][N:28]=2)[CH:14]=[CH:15][C:16]=1[N:17]1[CH:21]=[C:20]([CH3:22])[N:19]=[CH:18]1.C(O[BH-](OC(=O)C)OC(=O)C)(=O)C.[Na+].[OH-].[Na+]. Product: [F:1][C:2]1[CH:8]=[CH:7][C:5]([NH:6][CH2:29][C:26]2[S:25][C:24]([NH:23][C:13]3[CH:14]=[CH:15][C:16]([N:17]4[CH:21]=[C:20]([CH3:22])[N:19]=[CH:18]4)=[C:11]([O:10][CH3:9])[CH:12]=3)=[N:28][CH:27]=2)=[CH:4][CH:3]=1. The catalyst class is: 506.